From a dataset of Peptide-MHC class II binding affinity with 134,281 pairs from IEDB. Regression. Given a peptide amino acid sequence and an MHC pseudo amino acid sequence, predict their binding affinity value. This is MHC class II binding data. (1) The peptide sequence is IHIGDSSKVTITDTT. The MHC is DRB1_0301 with pseudo-sequence DRB1_0301. The binding affinity (normalized) is 0.347. (2) The peptide sequence is LNVTSEDLGKTFSVG. The MHC is HLA-DQA10501-DQB10302 with pseudo-sequence HLA-DQA10501-DQB10302. The binding affinity (normalized) is 0. (3) The peptide sequence is IVQNAYKQMIKSRTL. The MHC is DRB1_0401 with pseudo-sequence DRB1_0401. The binding affinity (normalized) is 0.420. (4) The peptide sequence is AVPLRLLGGLHRMVL. The MHC is DRB5_0101 with pseudo-sequence DRB5_0101. The binding affinity (normalized) is 0.867. (5) The peptide sequence is EAIIRILQQLLFIHFRIGCQHSR. The MHC is DRB1_0405 with pseudo-sequence DRB1_0405. The binding affinity (normalized) is 0.475.